This data is from Catalyst prediction with 721,799 reactions and 888 catalyst types from USPTO. The task is: Predict which catalyst facilitates the given reaction. (1) Reactant: [C:1]([O:4][CH:5]1[CH2:10][CH2:9][N:8](CC2C=CC=CC=2)[CH2:7][CH2:6]1)(=[O:3])[CH3:2].[H][H]. Product: [C:1]([O:4][CH:5]1[CH2:10][CH2:9][NH:8][CH2:7][CH2:6]1)(=[O:3])[CH3:2]. The catalyst class is: 29. (2) Reactant: [CH3:1][C:2]1[S:6][C:5]([NH:7][C:8](=[O:33])[CH2:9][CH2:10][C@H:11]2[C@H:16]3[C@H:17]4[C@H:26]([CH2:27][CH2:28][C@:14]3([CH3:15])[C:13](=[O:32])[CH2:12]2)[C:25]2[C:20](=[CH:21][C:22]([C:29](O)=[O:30])=[CH:23][CH:24]=2)[CH2:19][CH2:18]4)=[N:4][CH:3]=1.N.C[N:36]1CCOCC1.OC1C2N=NNC=2C=CC=1.CCN=C=NCCCN(C)C.Cl. Product: [CH3:1][C:2]1[S:6][C:5]([NH:7][C:8](=[O:33])[CH2:9][CH2:10][C@H:11]2[C@H:16]3[C@H:17]4[C@H:26]([CH2:27][CH2:28][C@:14]3([CH3:15])[C:13](=[O:32])[CH2:12]2)[C:25]2[C:20](=[CH:21][C:22]([C:29]([NH2:36])=[O:30])=[CH:23][CH:24]=2)[CH2:19][CH2:18]4)=[N:4][CH:3]=1. The catalyst class is: 2. (3) Reactant: [CH2:1]([N:3]1[CH2:8][CH2:7][NH:6][CH2:5][CH2:4]1)[CH3:2].O=[C:10]1[CH2:15][CH2:14][N:13]([C:16]([O:18][C:19]([CH3:22])([CH3:21])[CH3:20])=[O:17])[CH2:12][CH2:11]1.C(O)(=O)C.C(O[BH3-])(=O)C.[Na+].[OH-].[Na+]. Product: [CH2:1]([N:3]1[CH2:8][CH2:7][N:6]([CH:10]2[CH2:15][CH2:14][N:13]([C:16]([O:18][C:19]([CH3:22])([CH3:21])[CH3:20])=[O:17])[CH2:12][CH2:11]2)[CH2:5][CH2:4]1)[CH3:2]. The catalyst class is: 8. (4) Reactant: [CH2:1]1[CH:9]2[N:4]([CH2:5][CH:6]=[C:7]([C:10]3[C:18]4[C:13](=[N:14][CH:15]=[CH:16][CH:17]=4)[NH:12][CH:11]=3)[CH2:8]2)[CH2:3][CH2:2]1.[C:19](Cl)(=[O:26])[C:20]1[CH:25]=[CH:24][CH:23]=[CH:22][CH:21]=1.C[Si]([N-][Si](C)(C)C)(C)C.[Na+]. Product: [C:19]([N:12]1[C:13]2[C:18](=[CH:17][CH:16]=[CH:15][N:14]=2)[C:10]([C:7]2[CH2:8][CH:9]3[N:4]([CH2:3][CH2:2][CH2:1]3)[CH2:5][CH:6]=2)=[CH:11]1)(=[O:26])[C:20]1[CH:25]=[CH:24][CH:23]=[CH:22][CH:21]=1. The catalyst class is: 1. (5) Reactant: [C:1](Cl)(=O)[C:2]([Cl:4])=[O:3].[O:7]=[C:8]1[CH2:12]C[CH:10](C(O)=O)[CH2:9]1. Product: [O:7]=[C:8]1[CH2:9][CH2:10][CH:1]([C:2]([Cl:4])=[O:3])[CH2:12]1. The catalyst class is: 174. (6) Reactant: [CH3:1][C:2]1[C:17]([CH3:18])=[CH:16][C:5]([NH:6][CH2:7][CH2:8][CH2:9][CH:10]2[CH2:15][CH2:14][O:13][CH2:12][CH2:11]2)=[C:4]([N+:19]([O-])=O)[CH:3]=1.[BH4-].[Na+]. Product: [CH3:1][C:2]1[CH:3]=[C:4]([NH2:19])[C:5]([NH:6][CH2:7][CH2:8][CH2:9][CH:10]2[CH2:15][CH2:14][O:13][CH2:12][CH2:11]2)=[CH:16][C:17]=1[CH3:18]. The catalyst class is: 515. (7) The catalyst class is: 91. Product: [Cl:1][C:2]1[CH:3]=[C:4]([CH:9]=[C:10]([S:12]([CH3:13])=[O:22])[N:11]=1)[C:5]([O:7][CH3:8])=[O:6]. Reactant: [Cl:1][C:2]1[CH:3]=[C:4]([CH:9]=[C:10]([S:12][CH3:13])[N:11]=1)[C:5]([O:7][CH3:8])=[O:6].C1C=C(Cl)C=C(C(OO)=[O:22])C=1. (8) Reactant: [Cl-:1].[CH3:2][O:3][CH:4]([C:13]1[CH:23]=[CH:22][C:16]2[CH2:17][CH2:18][NH2+:19][CH2:20][CH2:21][C:15]=2[CH:14]=1)[CH2:5][CH2:6][C:7]1[CH:11]=[CH:10][N:9]([CH3:12])[N:8]=1.[C:24]1(=O)[CH2:27][CH2:26][CH2:25]1.C(N(CC)CC)C.C(O[BH-](OC(=O)C)OC(=O)C)(=O)C.[Na+].C(O)(=O)C. Product: [Cl-:1].[CH:24]1([NH+:19]2[CH2:20][CH2:21][C:15]3[CH:14]=[C:13]([CH:4]([O:3][CH3:2])[CH2:5][CH2:6][C:7]4[CH:11]=[CH:10][N:9]([CH3:12])[N:8]=4)[CH:23]=[CH:22][C:16]=3[CH2:17][CH2:18]2)[CH2:27][CH2:26][CH2:25]1.[ClH:1]. The catalyst class is: 4. (9) Reactant: B(Br)(Br)Br.C[O:6][C:7]1[CH:8]=[C:9]([CH:15]=[CH:16][C:17]2[O:21][N:20]=[C:19]([CH2:22][CH2:23][CH2:24][CH2:25][CH2:26][CH2:27][CH2:28][CH2:29][CH3:30])[N:18]=2)[CH:10]=[CH:11][C:12]=1[O:13]C. Product: [CH2:22]([C:19]1[N:18]=[C:17]([CH:16]=[CH:15][C:9]2[CH:8]=[C:7]([OH:6])[C:12]([OH:13])=[CH:11][CH:10]=2)[O:21][N:20]=1)[CH2:23][CH2:24][CH2:25][CH2:26][CH2:27][CH2:28][CH2:29][CH3:30]. The catalyst class is: 4. (10) Reactant: [N:1]1[C:5]2[CH:6]=[CH:7][CH:8]=[CH:9][C:4]=2[NH:3][C:2]=1[CH2:10][C:11]#[N:12].[C:13]([CH:16]1[CH2:21][CH2:20][O:19][C:17]1=[O:18])(=O)[CH3:14].C([O-])(=O)C.[NH4+]. Product: [OH:19][CH2:20][CH2:21][C:16]1[C:17](=[O:18])[N:3]2[C:2]([NH:1][C:5]3[CH:6]=[CH:7][CH:8]=[CH:9][C:4]=32)=[C:10]([C:11]#[N:12])[C:13]=1[CH3:14]. The catalyst class is: 6.